Dataset: Forward reaction prediction with 1.9M reactions from USPTO patents (1976-2016). Task: Predict the product of the given reaction. (1) Given the reactants C=O.[C:3]([O:6][C:7](=[O:9])[CH3:8])(=[O:5])C.S(=O)(=O)(O)O.[CH3:15][C:16]([O-])=[O:17].[Na+], predict the reaction product. The product is: [C:16]([O:5][CH2:3][O:6][C:7](=[O:9])[CH3:8])(=[O:17])[CH3:15]. (2) The product is: [CH:1]([C:3]1[CH:8]=[CH:7][CH:6]=[CH:5][N:4]=1)=[CH2:2].[OH:9][CH2:1][C:3]1[CH:8]=[CH:7][CH:6]=[CH:5][N:4]=1. Given the reactants [CH:1]([C:3]1[CH:8]=[CH:7][CH:6]=[CH:5][N:4]=1)=[CH2:2].[O:9]=[O+][O-], predict the reaction product. (3) Given the reactants [Br:1][C:2]1[CH:3]=[C:4]([C:9]([OH:11])=[O:10])[CH:5]=[N:6][C:7]=1Cl.[CH:12]1([OH:16])[CH2:15][CH2:14][CH2:13]1.[OH-].[K+].Cl, predict the reaction product. The product is: [Br:1][C:2]1[CH:3]=[C:4]([C:9]([OH:11])=[O:10])[CH:5]=[N:6][C:7]=1[O:16][CH:12]1[CH2:15][CH2:14][CH2:13]1. (4) Given the reactants [NH4+:1].C([O-])(=O)C.ClC(Cl)(Cl)[C:8]([NH:10][C:11]1[CH:16]=[CH:15][C:14]([C:17](=[O:26])[C:18]2[CH:23]=[CH:22][C:21]([O:24][CH3:25])=[CH:20][CH:19]=2)=[CH:13][C:12]=1[C:27](=O)[C:28]1[CH:33]=[CH:32][CH:31]=[C:30]([Cl:34])[CH:29]=1)=[O:9], predict the reaction product. The product is: [Cl:34][C:30]1[CH:29]=[C:28]([C:27]2[C:12]3[C:11](=[CH:16][CH:15]=[C:14]([C:17](=[O:26])[C:18]4[CH:19]=[CH:20][C:21]([O:24][CH3:25])=[CH:22][CH:23]=4)[CH:13]=3)[NH:10][C:8](=[O:9])[N:1]=2)[CH:33]=[CH:32][CH:31]=1. (5) Given the reactants [CH3:1][C:2]1[CH:7]=[CH:6][CH:5]=[CH:4][C:3]=1[NH:8][C:9]1[O:10][C:11]2[CH:17]=[C:16]([CH2:18][C:19]([O:21]C)=[O:20])[CH:15]=[CH:14][C:12]=2[N:13]=1.[OH-].[K+], predict the reaction product. The product is: [CH3:1][C:2]1[CH:7]=[CH:6][CH:5]=[CH:4][C:3]=1[NH:8][C:9]1[O:10][C:11]2[CH:17]=[C:16]([CH2:18][C:19]([OH:21])=[O:20])[CH:15]=[CH:14][C:12]=2[N:13]=1. (6) Given the reactants [C:1]12([C:11]3[O:12][CH2:13][C@@H:14]([C:16]4[CH:21]=[CH:20][CH:19]=[CH:18][C:17]=4[P:22]([C:30]4[CH:35]=[CH:34][CH:33]=[CH:32][CH:31]=4)([C:24]4[CH:29]=[CH:28][CH:27]=[CH:26][CH:25]=4)=[S:23])[N:15]=3)[CH2:10]C3CC(CC(C3)[CH2:2]1)[CH2:8]2, predict the reaction product. The product is: [C:1]([C:11]1[O:12][CH2:13][C@@H:14]([C:16]2[CH:21]=[CH:20][CH:19]=[CH:18][C:17]=2[P:22]([CH:24]2[CH2:29][CH2:28][CH2:27][CH2:26][CH2:25]2)([CH:30]2[CH2:31][CH2:32][CH2:33][CH2:34][CH2:35]2)=[S:23])[N:15]=1)([CH3:10])([CH3:2])[CH3:8]. (7) Given the reactants [CH2:1]([O:8][C:9]1[CH:16]=[CH:15][C:12]([CH:13]=[O:14])=[C:11]([OH:17])[CH:10]=1)[C:2]1[CH:7]=[CH:6][CH:5]=[CH:4][CH:3]=1.[N+:18]([O-])([OH:20])=[O:19].O, predict the reaction product. The product is: [CH2:1]([O:8][C:9]1[C:16]([N+:18]([O-:20])=[O:19])=[CH:15][C:12]([CH:13]=[O:14])=[C:11]([OH:17])[CH:10]=1)[C:2]1[CH:3]=[CH:4][CH:5]=[CH:6][CH:7]=1. (8) Given the reactants [OH:1][CH2:2][CH2:3][O:4][C:5]1[N:10]=[C:9]([C:11]2[N:16]=[CH:15][CH:14]=[CH:13][N:12]=2)[N:8]=[C:7]([NH:17][S:18]([CH2:21][CH2:22][CH3:23])(=[O:20])=[O:19])[C:6]=1[O:24][C:25]1[CH:30]=[CH:29][CH:28]=[CH:27][C:26]=1[O:31][CH3:32].[H-].[Na+].Cl[C:36]1[N:41]=[CH:40][C:39]([O:42][CH3:43])=[CH:38][N:37]=1.C(O)(=O)CC(CC(O)=O)(C(O)=O)O, predict the reaction product. The product is: [CH3:43][O:42][C:39]1[CH:38]=[N:37][C:36]([O:1][CH2:2][CH2:3][O:4][C:5]2[N:10]=[C:9]([C:11]3[N:16]=[CH:15][CH:14]=[CH:13][N:12]=3)[N:8]=[C:7]([NH:17][S:18]([CH2:21][CH2:22][CH3:23])(=[O:20])=[O:19])[C:6]=2[O:24][C:25]2[CH:30]=[CH:29][CH:28]=[CH:27][C:26]=2[O:31][CH3:32])=[N:41][CH:40]=1. (9) Given the reactants OC(C(F)(F)F)=O.[CH2:8]([S:10]([N:13]1[C:21]2[CH:20]=[CH:19][C:18]([C:22]([N:24]3[CH2:29][CH2:28][CH:27]([CH3:30])[CH2:26][CH2:25]3)=[O:23])=[CH:17][C:16]=2[C:15]2[CH2:31][NH:32][CH2:33][CH2:34][C:14]1=2)(=[O:12])=[O:11])[CH3:9].[CH3:35][N:36]1[CH2:41][CH2:40][C:39](=O)[CH2:38][CH2:37]1, predict the reaction product. The product is: [CH2:8]([S:10]([N:13]1[C:21]2[CH:20]=[CH:19][C:18]([C:22]([N:24]3[CH2:29][CH2:28][CH:27]([CH3:30])[CH2:26][CH2:25]3)=[O:23])=[CH:17][C:16]=2[C:15]2[CH2:31][N:32]([CH:39]3[CH2:40][CH2:41][N:36]([CH3:35])[CH2:37][CH2:38]3)[CH2:33][CH2:34][C:14]1=2)(=[O:11])=[O:12])[CH3:9].